From a dataset of Full USPTO retrosynthesis dataset with 1.9M reactions from patents (1976-2016). Predict the reactants needed to synthesize the given product. (1) Given the product [Br:7][C:8]1[CH:19]=[C:18]([F:20])[C:17]([F:21])=[C:16]2[C:9]=1[O:10][CH2:11][CH2:12][C:13]2=[O:15], predict the reactants needed to synthesize it. The reactants are: C(Cl)(=O)C(Cl)=O.[Br:7][C:8]1[CH:19]=[C:18]([F:20])[C:17]([F:21])=[CH:16][C:9]=1[O:10][CH2:11][CH2:12][C:13]([OH:15])=O.CN(C=O)C.[Al+3].[Cl-].[Cl-].[Cl-]. (2) Given the product [Br:1][C:2]1[CH:10]=[C:6]([C:7]([N:29]2[CH2:28][CH2:27][C:25]3[N:26]=[C:21]([NH:20][CH:12]4[CH2:11][C:19]5[C:14](=[CH:15][CH:16]=[CH:17][CH:18]=5)[CH2:13]4)[N:22]=[CH:23][C:24]=3[CH2:30]2)=[O:9])[CH:5]=[N:4][CH:3]=1, predict the reactants needed to synthesize it. The reactants are: [Br:1][C:2]1[CH:3]=[N:4][CH:5]=[C:6]([CH:10]=1)[C:7]([OH:9])=O.[CH2:11]1[C:19]2[C:14](=[CH:15][CH:16]=[CH:17][CH:18]=2)[CH2:13][CH:12]1[NH:20][C:21]1[N:22]=[CH:23][C:24]2[CH2:30][NH:29][CH2:28][CH2:27][C:25]=2[N:26]=1.Cl.CN(C)CCCN=C=NCC. (3) Given the product [CH2:20]([O:19][C:17](=[O:18])[CH2:16][N:14]1[C:8]([C:5]2[CH:6]=[CH:7][C:2]([F:1])=[CH:3][CH:4]=2)=[CH:9][C:10]([CH3:11])=[N:15]1)[CH3:21], predict the reactants needed to synthesize it. The reactants are: [F:1][C:2]1[CH:7]=[CH:6][C:5]([C:8](=O)[CH2:9][C:10](=O)[CH3:11])=[CH:4][CH:3]=1.[NH:14]([CH2:16][C:17]([O:19][CH2:20][CH3:21])=[O:18])[NH2:15].FC(F)(F)C(O)=O.CCN(CC)CC. (4) Given the product [CH3:14][C:10]1[CH:9]=[C:8]([C:5]2[N:4]=[CH:3][C:2]([CH2:22][C:21]([O:20][C:16]([CH3:19])([CH3:18])[CH3:17])=[O:24])=[CH:7][N:6]=2)[CH:13]=[CH:12][N:11]=1, predict the reactants needed to synthesize it. The reactants are: Br[C:2]1[CH:3]=[N:4][C:5]([C:8]2[CH:13]=[CH:12][N:11]=[C:10]([CH3:14])[CH:9]=2)=[N:6][CH:7]=1.[Cl-].[C:16]([O:20][C:21](=[O:24])[CH2:22][Zn+])([CH3:19])([CH3:18])[CH3:17].CCOCC. (5) Given the product [C:34]([C:32]1[CH:31]=[C:29]([NH:30][C:12](=[O:13])[CH2:11][N:10]2[C:9]3[CH:15]=[CH:16][CH:17]=[CH:18][C:8]=3[N:7]=[C:6]2[CH2:5][C:4]2[CH:19]=[CH:20][C:21]([Cl:22])=[C:2]([Cl:1])[CH:3]=2)[CH:28]=[C:27]([C:23]([CH3:26])([CH3:25])[CH3:24])[CH:33]=1)([CH3:37])([CH3:36])[CH3:35], predict the reactants needed to synthesize it. The reactants are: [Cl:1][C:2]1[CH:3]=[C:4]([CH:19]=[CH:20][C:21]=1[Cl:22])[CH2:5][C:6]1[N:10]([CH2:11][C:12](O)=[O:13])[C:9]2[CH:15]=[CH:16][CH:17]=[CH:18][C:8]=2[N:7]=1.[C:23]([C:27]1[CH:28]=[C:29]([CH:31]=[C:32]([C:34]([CH3:37])([CH3:36])[CH3:35])[CH:33]=1)[NH2:30])([CH3:26])([CH3:25])[CH3:24].CN(C(ON1N=NC2C=CC=NC1=2)=[N+](C)C)C.F[P-](F)(F)(F)(F)F. (6) Given the product [F:46][C:35]1[CH:36]=[N:37][C:38]2[C:43]([C:34]=1[N:1]1[CH2:2][CH2:3][CH:4]([CH2:7][CH2:8][NH:9][CH2:10][C:70]3[CH:69]=[CH:68][C:65]4[O:66][CH2:67][C:62](=[O:61])[NH:63][C:64]=4[N:71]=3)[CH2:5][CH2:6]1)=[CH:42][C:41]([O:44][CH3:45])=[CH:40][CH:39]=2, predict the reactants needed to synthesize it. The reactants are: [NH:1]1[CH2:6][CH2:5][CH:4]([CH2:7][CH2:8][NH:9][C:10](=O)OC(C)(C)C)[CH2:3][CH2:2]1.N1(CCNC(=O)OC(C)(C)C)CCNCC1.Br[C:34]1[C:43]2[C:38](=[CH:39][CH:40]=[C:41]([O:44][CH3:45])[CH:42]=2)[N:37]=[CH:36][C:35]=1[F:46].BrC1C(F)=CN=C2C=1N=C(OC)C=C2.[O:61]=[C:62]1[CH2:67][O:66][C:65]2[CH:68]=[CH:69][C:70](C=O)=[N:71][C:64]=2[NH:63]1.O=C1CSC2C=CC(C=O)=NC=2N1. (7) Given the product [CH3:45][N:44]([CH3:46])[CH2:43][CH2:42][O:1][C:2]1[CH:3]=[C:4]([N:8]2[C:17](=[O:18])[C:16]3[C:11](=[CH:12][CH:13]=[CH:14][C:15]=3[CH3:19])[N:10]=[C:9]2[CH:20]([NH:22][C:23]2[N:31]=[CH:30][N:29]=[C:28]3[C:24]=2[N:25]=[CH:26][NH:27]3)[CH3:21])[CH:5]=[CH:6][CH:7]=1, predict the reactants needed to synthesize it. The reactants are: [OH:1][C:2]1[CH:3]=[C:4]([N:8]2[C:17](=[O:18])[C:16]3[C:11](=[CH:12][CH:13]=[CH:14][C:15]=3[CH3:19])[N:10]=[C:9]2[CH:20]([NH:22][C:23]2[N:31]=[CH:30][N:29]=[C:28]3[C:24]=2[N:25]=[CH:26][N:27]3COCC[Si](C)(C)C)[CH3:21])[CH:5]=[CH:6][CH:7]=1.Cl.Cl[CH2:42][CH2:43][N:44]([CH3:46])[CH3:45].Cl.OC1C=C(N2C(=O)C3C(=CC=CC=3C)N=C2C(NC2N=CN=C3C=2N=CN3)C)C=CC=1. (8) Given the product [Br:11][C:7]1[CH:6]=[C:5]2[C:4](=[C:9]([CH3:10])[CH:8]=1)[C:3](=[O:14])[N:18]([CH:15]1[CH2:17][CH2:16]1)[CH2:12]2, predict the reactants needed to synthesize it. The reactants are: CO[C:3](=[O:14])[C:4]1[C:9]([CH3:10])=[CH:8][C:7]([Br:11])=[CH:6][C:5]=1[CH2:12]Br.[CH:15]1([NH2:18])[CH2:17][CH2:16]1.B(O)O. (9) Given the product [CH2:14]([N:17]([CH2:18][CH2:19][CH3:20])[C:2]1[CH:9]=[CH:8][C:5]([C:6]#[N:7])=[C:4]([C:10]([F:13])([F:12])[F:11])[CH:3]=1)[CH2:15][CH3:16], predict the reactants needed to synthesize it. The reactants are: F[C:2]1[CH:9]=[CH:8][C:5]([C:6]#[N:7])=[C:4]([C:10]([F:13])([F:12])[F:11])[CH:3]=1.[CH2:14]([NH:17][CH2:18][CH2:19][CH3:20])[CH2:15][CH3:16].